The task is: Regression/Classification. Given a drug SMILES string, predict its absorption, distribution, metabolism, or excretion properties. Task type varies by dataset: regression for continuous measurements (e.g., permeability, clearance, half-life) or binary classification for categorical outcomes (e.g., BBB penetration, CYP inhibition). Dataset: cyp2c19_veith.. This data is from CYP2C19 inhibition data for predicting drug metabolism from PubChem BioAssay. (1) The molecule is O=C(Cn1cccc1C(=O)c1ccccc1)NCc1cccs1. The result is 1 (inhibitor). (2) The result is 1 (inhibitor). The drug is CSCC[C@H](NC(=O)c1nn(C)c(=O)c2ccccc12)c1nc2ccccc2[nH]1. (3) The molecule is O=C(Cc1ccccc1)NC(=S)Nc1cc(C(F)(F)F)ccc1Cl. The result is 1 (inhibitor). (4) The compound is Cc1cc(C)c(C#N)c(OCC(=O)c2ccc(Br)cc2)n1. The result is 1 (inhibitor). (5) The drug is c1cncc(CNCCN2CCNCC2)c1. The result is 0 (non-inhibitor). (6) The molecule is CCCc1nc2ccccc2c(=O)n1-c1ccc(OC)cc1. The result is 1 (inhibitor).